Dataset: Reaction yield outcomes from USPTO patents with 853,638 reactions. Task: Predict the reaction yield, written as a fraction of the theoretical maximum amount of product (1.0 means a 100% yield; for example, 0.34 means a 34% yield). (1) The yield is 0.720. The product is [C:1]([C:5]1[N:10]=[C:9]([C:11]2[CH:12]=[N:13][CH:14]=[CH:15][CH:16]=2)[C:8]([C:17]([OH:19])=[O:18])=[CH:7][N:6]=1)([CH3:4])([CH3:2])[CH3:3]. The reactants are [C:1]([C:5]1[N:10]=[C:9]([C:11]2[CH:12]=[N:13][CH:14]=[CH:15][CH:16]=2)[C:8]([C:17]([O:19]CC)=[O:18])=[CH:7][N:6]=1)([CH3:4])([CH3:3])[CH3:2].O[Li].O. No catalyst specified. (2) The reactants are C(N(C(C)C)CC)(C)C.[Cl:10][C:11]1[CH:12]=[CH:13][C:14]2[N:19]=[C:18]([C:20]3[C:29]4[C:24](=[CH:25][CH:26]=[CH:27][CH:28]=4)[CH:23]=[CH:22][CH:21]=3)[O:17][C:16](=[O:30])[C:15]=2[CH:31]=1.[O:32]1[CH2:36][CH2:35][O:34][CH:33]1[CH2:37][NH2:38]. No catalyst specified. The product is [Cl:10][C:11]1[CH:12]=[CH:13][C:14]([NH:19][C:18]([C:20]2[C:29]3[C:24](=[CH:25][CH:26]=[CH:27][CH:28]=3)[CH:23]=[CH:22][CH:21]=2)=[O:17])=[C:15]([C:16]([NH:38][CH2:37][CH:33]2[O:34][CH2:35][CH2:36][O:32]2)=[O:30])[CH:31]=1. The yield is 0.720. (3) The reactants are [N:1]1[CH:6]=[CH:5][C:4]([CH2:7][O:8][CH:9]2[CH2:12][N:11](C(OC(C)(C)C)=O)[CH2:10]2)=[CH:3][CH:2]=1.[ClH:20]. The catalyst is C(OCC)C. The product is [ClH:20].[ClH:20].[NH:11]1[CH2:12][CH:9]([O:8][CH2:7][C:4]2[CH:5]=[CH:6][N:1]=[CH:2][CH:3]=2)[CH2:10]1. The yield is 0.650.